This data is from Reaction yield outcomes from USPTO patents with 853,638 reactions. The task is: Predict the reaction yield, written as a fraction of the theoretical maximum amount of product (1.0 means a 100% yield; for example, 0.34 means a 34% yield). (1) The reactants are [Cl:1][C:2]1[C:3]2[CH2:11][CH2:10][N:9]([C:12]([C:14]3[CH:19]=[CH:18][CH:17]=[C:16]([C:20]([F:23])([F:22])[F:21])[C:15]=3[Cl:24])=[O:13])[CH2:8][C:4]=2[N:5]=[CH:6][N:7]=1.ClC1C(C(F)(F)F)=CC=CC=1C(O)=O.CCN=C=NCCCN(C)C.[CH:50]1[CH:51]=[CH:52][C:53]2[N:58]([OH:59])[N:57]=[N:56][C:54]=2[CH:55]=1. The catalyst is C(Cl)Cl.CCOC(C)=O. The product is [Cl:1][C:2]1[C:3]2[CH2:11][CH2:10][N:9]([C:12]([C:14]3[CH:19]=[CH:18][CH:17]=[C:16]([C:20]([F:23])([F:21])[F:22])[C:15]=3[Cl:24])=[O:13])[CH2:8][C:4]=2[N:5]=[CH:6][N:7]=1.[N:58]1([O:59][C:2]2[C:3]3[CH2:11][CH2:10][N:9]([C:12]([C:14]4[CH:19]=[CH:18][CH:17]=[C:16]([C:20]([F:23])([F:22])[F:21])[C:15]=4[Cl:24])=[O:13])[CH2:8][C:4]=3[N:5]=[CH:6][N:7]=2)[C:53]2[CH:52]=[CH:51][CH:50]=[CH:55][C:54]=2[N:56]=[N:57]1. The yield is 0.390. (2) The reactants are Cl[C:2]1[C:11]([CH:12]=[O:13])=[CH:10][C:9]2[C:4](=[C:5]([CH3:14])[CH:6]=[CH:7][CH:8]=2)[N:3]=1.[CH3:15][O:16][C:17]1[CH:22]=[CH:21][CH:20]=[CH:19][C:18]=1B(O)O.C(=O)([O-])[O-].[Na+].[Na+]. The catalyst is C(#N)C.O.C1C=CC([P]([Pd]([P](C2C=CC=CC=2)(C2C=CC=CC=2)C2C=CC=CC=2)([P](C2C=CC=CC=2)(C2C=CC=CC=2)C2C=CC=CC=2)[P](C2C=CC=CC=2)(C2C=CC=CC=2)C2C=CC=CC=2)(C2C=CC=CC=2)C2C=CC=CC=2)=CC=1. The product is [CH3:15][O:16][C:17]1[CH:22]=[CH:21][CH:20]=[CH:19][C:18]=1[C:2]1[C:11]([CH:12]=[O:13])=[CH:10][C:9]2[C:4](=[C:5]([CH3:14])[CH:6]=[CH:7][CH:8]=2)[N:3]=1. The yield is 0.900. (3) The reactants are [CH3:1][C:2]1[NH:3][CH:4]2[CH:9]=[CH:8][CH:7]=[CH:6][N:5]2[C:10]=1[C:11]([OH:13])=O.CN(C(ON1N=NC2C=CC=CC1=2)=[N+](C)C)C.F[P-](F)(F)(F)(F)F.[NH:38]1[CH:42]=[CH:41][N:40]=[C:39]1[NH:43][C:44]([C:46]1[C:54]2[NH:53][C:52]([NH2:55])=[N:51][C:50]=2[CH:49]=[CH:48][CH:47]=1)=[O:45]. The catalyst is CN(C=O)C.CCN(C(C)C)C(C)C.[Cl-].[Na+].O. The product is [NH:40]1[CH:41]=[CH:42][N:38]=[C:39]1[NH:43][C:44]([C:46]1[C:54]2[N:53]=[C:52]([NH:55][C:11]([C:10]3[N:5]4[CH:6]=[CH:7][CH:8]=[CH:9][C:4]4=[N:3][C:2]=3[CH3:1])=[O:13])[NH:51][C:50]=2[CH:49]=[CH:48][CH:47]=1)=[O:45]. The yield is 0.170. (4) The reactants are [Cl:1][C:2]1[CH:7]=[CH:6][CH:5]=[CH:4][C:3]=1[N:8]1[C:12]([C:13]([OH:15])=O)=[CH:11][C:10]([C:16]([O:18][CH3:19])=[O:17])=[N:9]1.CCN=C=NCCCN(C)C.C1C=CC2N(O)N=NC=2C=1.[CH3:41][S:42]([C:45]1[CH:46]=[C:47]([CH:52]=[CH:53][CH:54]=1)[C:48]([NH:50][NH2:51])=[O:49])(=[O:44])=[O:43]. The catalyst is CN(C=O)C.O. The product is [Cl:1][C:2]1[CH:7]=[CH:6][CH:5]=[CH:4][C:3]=1[N:8]1[C:12]([C:13]([NH:51][NH:50][C:48](=[O:49])[C:47]2[CH:52]=[CH:53][CH:54]=[C:45]([S:42]([CH3:41])(=[O:43])=[O:44])[CH:46]=2)=[O:15])=[CH:11][C:10]([C:16]([O:18][CH3:19])=[O:17])=[N:9]1. The yield is 0.520. (5) The product is [C:1]([N:18]1[C:24]([C:25]([OH:27])=[O:26])=[CH:23][S:20][CH:19]1[NH2:21])([O:3][CH2:4][CH:5]1[C:6]2[C:11](=[CH:10][CH:9]=[CH:8][CH:7]=2)[C:12]2[C:17]1=[CH:16][CH:15]=[CH:14][CH:13]=2)=[O:2]. The reactants are [C:1]([NH:18][C:19]([NH2:21])=[S:20])([O:3][CH2:4][CH:5]1[C:17]2[C:12](=[CH:13][CH:14]=[CH:15][CH:16]=2)[C:11]2[C:6]1=[CH:7][CH:8]=[CH:9][CH:10]=2)=[O:2].Br[CH2:23][C:24](=O)[C:25]([OH:27])=[O:26]. The yield is 0.970. The catalyst is O1CCOCC1.